Dataset: Forward reaction prediction with 1.9M reactions from USPTO patents (1976-2016). Task: Predict the product of the given reaction. (1) Given the reactants Cl[CH:2]([C:19]1[CH:24]=[CH:23][CH:22]=[CH:21][CH:20]=1)[C:3]([C:5]1[C:13]2[C:8](=[CH:9][CH:10]=[C:11]([F:14])[CH:12]=2)[N:7]([S:15]([CH3:18])(=[O:17])=[O:16])[CH:6]=1)=[O:4].[CH3:25][O:26][C:27]1[CH:32]=[CH:31][CH:30]=[C:29]([NH2:33])[CH:28]=1, predict the reaction product. The product is: [F:14][C:11]1[CH:12]=[C:13]2[C:8](=[CH:9][CH:10]=1)[N:7]([S:15]([CH3:18])(=[O:17])=[O:16])[CH:6]=[C:5]2[C:3](=[O:4])[CH:2]([NH:33][C:29]1[CH:30]=[CH:31][CH:32]=[C:27]([O:26][CH3:25])[CH:28]=1)[C:19]1[CH:24]=[CH:23][CH:22]=[CH:21][CH:20]=1. (2) Given the reactants C([O:8][C:9](=[O:23])/[C:10](/[O:21][CH3:22])=[CH:11]/[C:12]1[CH:13]=[C:14]2[C:18](=[CH:19][CH:20]=1)[NH:17][CH:16]=[CH:15]2)C1C=CC=CC=1.[CH3:24][C:25]1[O:29][C:28]([C:30]2[CH:35]=[CH:34][CH:33]=[CH:32][CH:31]=2)=[N:27][C:26]=1[CH2:36][CH2:37]OS(C)(=O)=O, predict the reaction product. The product is: [CH3:22][O:21]/[C:10](=[CH:11]\[C:12]1[CH:13]=[C:14]2[C:18](=[CH:19][CH:20]=1)[N:17]([CH2:37][CH2:36][C:26]1[N:27]=[C:28]([C:30]3[CH:35]=[CH:34][CH:33]=[CH:32][CH:31]=3)[O:29][C:25]=1[CH3:24])[CH:16]=[CH:15]2)/[C:9]([OH:8])=[O:23]. (3) Given the reactants CCN(C(C)C)C(C)C.[C:18](O[C:18]([O:20][C:21]([CH3:24])([CH3:23])[CH3:22])=[O:19])([O:20][C:21]([CH3:24])([CH3:23])[CH3:22])=[O:19].[NH2:25][CH:26]([CH2:38][CH3:39])[CH:27]([C:29]1[O:30][C:31]2[CH:37]=[CH:36][CH:35]=[CH:34][C:32]=2[N:33]=1)[OH:28].C(OC(=O)N)(C)(C)C, predict the reaction product. The product is: [C:21]([O:20][C:18](=[O:19])[NH:25][CH:26]([CH:27]([C:29]1[O:30][C:31]2[CH:37]=[CH:36][CH:35]=[CH:34][C:32]=2[N:33]=1)[OH:28])[CH2:38][CH3:39])([CH3:22])([CH3:23])[CH3:24]. (4) Given the reactants Cl[C:2]1[N:3]=[N:4][C:5]([N:10]2[CH2:15][CH2:14][NH:13][C@H:12]([CH3:16])[CH2:11]2)=[C:6]([CH3:9])[C:7]=1[CH3:8].[F:17][C:18]1[CH:23]=[CH:22][C:21](B(O)O)=[CH:20][CH:19]=1.C1(C)C=CC=CC=1, predict the reaction product. The product is: [F:17][C:18]1[CH:23]=[CH:22][C:21]([C:2]2[N:3]=[N:4][C:5]([N:10]3[CH2:15][CH2:14][NH:13][C@H:12]([CH3:16])[CH2:11]3)=[C:6]([CH3:9])[C:7]=2[CH3:8])=[CH:20][CH:19]=1. (5) Given the reactants C1COCC1.[CH:6]1([CH2:10][N:11]2[C:16](=[O:17])[C:15]([C:18]3[NH:23][C:22]4[CH:24]=[CH:25][C:26]([N+:28]([O-])=O)=[CH:27][C:21]=4[S:20](=[O:32])(=[O:31])[N:19]=3)=[C:14]([OH:33])[C:13]([C:34]3[S:35][CH:36]=[CH:37][CH:38]=3)=[N:12]2)[CH2:9][CH2:8][CH2:7]1.NN, predict the reaction product. The product is: [NH2:28][C:26]1[CH:25]=[CH:24][C:22]2[NH:23][C:18]([C:15]3[C:16](=[O:17])[N:11]([CH2:10][CH:6]4[CH2:7][CH2:8][CH2:9]4)[N:12]=[C:13]([C:34]4[S:35][CH:36]=[CH:37][CH:38]=4)[C:14]=3[OH:33])=[N:19][S:20](=[O:31])(=[O:32])[C:21]=2[CH:27]=1. (6) Given the reactants [CH3:1][O:2][C:3](=[O:14])[C:4]1[CH:9]=[CH:8][CH:7]=[C:6]([S:10](Cl)(=[O:12])=[O:11])[CH:5]=1.CCN(C(C)C)C(C)C.[CH2:24]([NH:26][C:27]([N:29]1[N:33]=[CH:32][C:31]2([CH2:37][CH2:36][CH2:35][CH2:34]2)[CH2:30]1)=[NH:28])[CH3:25], predict the reaction product. The product is: [CH3:1][O:2][C:3](=[O:14])[C:4]1[CH:9]=[CH:8][CH:7]=[C:6]([S:10](=[O:12])(=[O:11])[N:28]=[C:27]([N:29]2[N:33]=[CH:32][C:31]3([CH2:37][CH2:36][CH2:35][CH2:34]3)[CH2:30]2)[NH:26][CH2:24][CH3:25])[CH:5]=1. (7) Given the reactants [C:1]1(=[O:10])[C:9]2[C:4](=[CH:5][CH:6]=[CH:7][CH:8]=2)[CH2:3][NH:2]1.Br[CH2:12][C:13]1[CH:18]=[CH:17][CH:16]=[CH:15][C:14]=1[Cl:19].C([O-])([O-])=O.[Cs+].[Cs+].C1OCCOCCOCCOCCOCCOC1, predict the reaction product. The product is: [Cl:19][C:14]1[CH:15]=[CH:16][CH:17]=[CH:18][C:13]=1[CH2:12][N:2]1[CH2:3][C:4]2[C:9](=[CH:8][CH:7]=[CH:6][CH:5]=2)[C:1]1=[O:10]. (8) The product is: [CH3:1][O:2][C:3]([C:4]1[C:5]([NH:15][C:16]2[CH:21]=[CH:20][CH:19]=[CH:18][C:17]=2[CH3:22])=[C:6]([F:14])[C:7]2[NH:13][CH:24]=[N:10][C:8]=2[CH:9]=1)=[O:23]. Given the reactants [CH3:1][O:2][C:3](=[O:23])[C:4]1[CH:9]=[C:8]([N+:10]([O-])=O)[C:7]([NH2:13])=[C:6]([F:14])[C:5]=1[NH:15][C:16]1[CH:21]=[CH:20][CH:19]=[CH:18][C:17]=1[CH3:22].[CH:24](O)=O, predict the reaction product. (9) Given the reactants O=[C:2]1[O:7][C:6]([C:8]2[CH:13]=[CH:12][CH:11]=[CH:10][C:9]=2[O:14]C(=O)C)=[N:5][C:4]2[CH:18]=[CH:19][CH:20]=[CH:21][C:3]1=2.[CH3:22][O:23][C:24]1[CH:29]=[CH:28][C:27]([CH2:30][CH2:31][NH2:32])=[CH:26][CH:25]=1, predict the reaction product. The product is: [OH:14][C:9]1[CH:10]=[CH:11][CH:12]=[CH:13][C:8]=1[C:6]1[N:32]([CH2:31][CH2:30][C:27]2[CH:28]=[CH:29][C:24]([O:23][CH3:22])=[CH:25][CH:26]=2)[C:2](=[O:7])[C:3]2[C:4](=[CH:18][CH:19]=[CH:20][CH:21]=2)[N:5]=1. (10) Given the reactants [NH2:1][C:2]1[CH:3]=[C:4]([OH:11])[C:5](=[CH:9][CH:10]=1)[C:6]([OH:8])=[O:7].OS(O)(=O)=O.[CH3:17]O, predict the reaction product. The product is: [NH2:1][C:2]1[CH:10]=[CH:9][C:5]([C:6]([O:8][CH3:17])=[O:7])=[C:4]([OH:11])[CH:3]=1.